This data is from Reaction yield outcomes from USPTO patents with 853,638 reactions. The task is: Predict the reaction yield, written as a fraction of the theoretical maximum amount of product (1.0 means a 100% yield; for example, 0.34 means a 34% yield). (1) The reactants are [OH:1][B:2]1[C:6]2[CH:7]=[CH:8][C:9]([CH:11]=O)=[CH:10][C:5]=2[C:4]([CH3:14])([CH3:13])[O:3]1.[NH2:15][OH:16].Cl.CC([O-])=O.[Na+]. The catalyst is C1COCC1.O. The product is [OH:1][B:2]1[C:6]2[CH:7]=[CH:8][C:9]([CH:11]=[N:15][OH:16])=[CH:10][C:5]=2[C:4]([CH3:14])([CH3:13])[O:3]1. The yield is 0.740. (2) The reactants are [CH3:1][CH:2]([CH3:14])[CH:3]([C:5]1[CH:13]=[CH:12][C:8]([C:9]([OH:11])=O)=[CH:7][CH:6]=1)[CH3:4].Cl.C(N=C=NCCCN(C)C)C.ON1C2C=CC=CC=2N=N1.C(N(CC)CC)C.[NH2:44][CH2:45][C:46]1[C:47]([OH:54])=[N:48][C:49]([CH3:53])=[CH:50][C:51]=1[CH3:52]. The catalyst is ClCCl. The product is [OH:54][C:47]1[C:46]([CH2:45][NH:44][C:9](=[O:11])[C:8]2[CH:7]=[CH:6][C:5]([CH:3]([CH:2]([CH3:1])[CH3:14])[CH3:4])=[CH:13][CH:12]=2)=[C:51]([CH3:52])[CH:50]=[C:49]([CH3:53])[N:48]=1. The yield is 0.440. (3) The reactants are [C:1]1([S:7]([C:10]2[CH:11]=[C:12]3[C:17](=[CH:18][CH:19]=2)[C:16](=O)[CH2:15][CH2:14][CH2:13]3)(=[O:9])=[O:8])[CH:6]=[CH:5][CH:4]=[CH:3][CH:2]=1.C[Si]([C:25]#[N:26])(C)C. The catalyst is [I-].[Zn+2].[I-].CCOCC. The product is [C:1]1([S:7]([C:10]2[CH:11]=[C:12]3[C:17](=[CH:18][CH:19]=2)[C:16]([C:25]#[N:26])=[CH:15][CH2:14][CH2:13]3)(=[O:9])=[O:8])[CH:6]=[CH:5][CH:4]=[CH:3][CH:2]=1. The yield is 0.440.